Dataset: Catalyst prediction with 721,799 reactions and 888 catalyst types from USPTO. Task: Predict which catalyst facilitates the given reaction. Reactant: [CH2:1]([N:8]([C:14]([CH3:19])([CH2:17][OH:18])[CH2:15][OH:16])[C:9](=[O:13])[CH:10](Cl)[CH3:11])[C:2]1[CH:7]=[CH:6][CH:5]=[CH:4][CH:3]=1.CC(C)([O-])C.[K+]. Product: [CH2:1]([N:8]1[C:14]([CH2:17][OH:18])([CH3:19])[CH2:15][O:16][CH:10]([CH3:11])[C:9]1=[O:13])[C:2]1[CH:7]=[CH:6][CH:5]=[CH:4][CH:3]=1. The catalyst class is: 32.